This data is from Forward reaction prediction with 1.9M reactions from USPTO patents (1976-2016). The task is: Predict the product of the given reaction. Given the reactants [NH2:1][OH:2].OC1C=CC2NN=NC=2N=1.C(N=C=NC(C)C)(C)C.[CH3:22][C:23]1[CH:24]=[C:25]2[C:29](=[CH:30][CH:31]=1)[C:28](=[O:32])[N:27]([CH2:33][CH2:34][CH2:35][CH2:36][CH2:37][C:38](O)=[O:39])[C:26]2=[O:41], predict the reaction product. The product is: [CH3:22][C:23]1[CH:24]=[C:25]2[C:29](=[CH:30][CH:31]=1)[C:28](=[O:32])[N:27]([CH2:33][CH2:34][CH2:35][CH2:36][CH2:37][C:38]([NH:1][OH:2])=[O:39])[C:26]2=[O:41].